From a dataset of NCI-60 drug combinations with 297,098 pairs across 59 cell lines. Regression. Given two drug SMILES strings and cell line genomic features, predict the synergy score measuring deviation from expected non-interaction effect. (1) Drug 2: C1C(C(OC1N2C=NC(=NC2=O)N)CO)O. Synergy scores: CSS=2.15, Synergy_ZIP=-0.745, Synergy_Bliss=0.747, Synergy_Loewe=-1.91, Synergy_HSA=-1.69. Drug 1: CC(C)CN1C=NC2=C1C3=CC=CC=C3N=C2N. Cell line: U251. (2) Drug 1: CC1=C(C=C(C=C1)C(=O)NC2=CC(=CC(=C2)C(F)(F)F)N3C=C(N=C3)C)NC4=NC=CC(=N4)C5=CN=CC=C5. Drug 2: CC1C(C(CC(O1)OC2CC(CC3=C2C(=C4C(=C3O)C(=O)C5=C(C4=O)C(=CC=C5)OC)O)(C(=O)CO)O)N)O.Cl. Cell line: MCF7. Synergy scores: CSS=22.5, Synergy_ZIP=-0.784, Synergy_Bliss=0.335, Synergy_Loewe=-13.9, Synergy_HSA=-1.34. (3) Drug 1: C1C(C(OC1N2C=C(C(=O)NC2=O)F)CO)O. Drug 2: CCC1=C2CN3C(=CC4=C(C3=O)COC(=O)C4(CC)O)C2=NC5=C1C=C(C=C5)O. Cell line: NCI-H460. Synergy scores: CSS=50.4, Synergy_ZIP=-0.784, Synergy_Bliss=-1.32, Synergy_Loewe=-9.10, Synergy_HSA=0.810. (4) Drug 1: C1=CC=C(C=C1)NC(=O)CCCCCCC(=O)NO. Drug 2: CCN(CC)CCCC(C)NC1=C2C=C(C=CC2=NC3=C1C=CC(=C3)Cl)OC. Cell line: CAKI-1. Synergy scores: CSS=22.1, Synergy_ZIP=-7.23, Synergy_Bliss=2.51, Synergy_Loewe=-5.53, Synergy_HSA=1.33. (5) Drug 1: CC1CCC2CC(C(=CC=CC=CC(CC(C(=O)C(C(C(=CC(C(=O)CC(OC(=O)C3CCCCN3C(=O)C(=O)C1(O2)O)C(C)CC4CCC(C(C4)OC)O)C)C)O)OC)C)C)C)OC. Drug 2: CC1C(C(CC(O1)OC2CC(CC3=C2C(=C4C(=C3O)C(=O)C5=CC=CC=C5C4=O)O)(C(=O)C)O)N)O. Synergy scores: CSS=55.1, Synergy_ZIP=6.27, Synergy_Bliss=6.16, Synergy_Loewe=2.28, Synergy_HSA=7.18. Cell line: ACHN. (6) Drug 2: C(CC(=O)O)C(=O)CN.Cl. Synergy scores: CSS=23.3, Synergy_ZIP=0.470, Synergy_Bliss=0.796, Synergy_Loewe=-41.6, Synergy_HSA=-0.735. Drug 1: C1=NC2=C(N1)C(=S)N=CN2. Cell line: OVCAR-8.